This data is from Full USPTO retrosynthesis dataset with 1.9M reactions from patents (1976-2016). The task is: Predict the reactants needed to synthesize the given product. (1) Given the product [CH3:1][N:2]([CH2:13][C:14]1[NH:18][C:17]2[CH:19]=[CH:20][CH:21]=[C:22]([C:23]([NH:35][CH2:34][CH:33]([N:27]3[CH2:32][CH2:31][CH2:30][CH2:29][CH2:28]3)[CH3:36])=[O:24])[C:16]=2[N:15]=1)[CH:3]1[C:12]2[N:11]=[CH:10][CH:9]=[CH:8][C:7]=2[CH2:6][CH2:5][CH2:4]1, predict the reactants needed to synthesize it. The reactants are: [CH3:1][N:2]([CH2:13][C:14]1[NH:18][C:17]2[CH:19]=[CH:20][CH:21]=[C:22]([C:23](OC)=[O:24])[C:16]=2[N:15]=1)[CH:3]1[C:12]2[N:11]=[CH:10][CH:9]=[CH:8][C:7]=2[CH2:6][CH2:5][CH2:4]1.[N:27]1([CH:33]([CH3:36])[CH2:34][NH2:35])[CH2:32][CH2:31][CH2:30][CH2:29][CH2:28]1. (2) Given the product [CH3:13][N:14]([CH2:15][C:16]1[S:17][CH:18]=[CH:19][CH:20]=1)[C:10]([C:8]12[CH2:7][CH:6]3[CH2:1][CH:2]([CH2:3][CH:4]1[CH2:5]3)[CH2:9]2)=[O:12], predict the reactants needed to synthesize it. The reactants are: [CH2:1]1[CH:6]2[CH2:7][C:8]3([C:10]([OH:12])=O)[CH2:9][CH:2]1[CH2:3][CH:4]3[CH2:5]2.[CH3:13][NH:14][CH2:15][C:16]1[S:17][CH:18]=[CH:19][CH:20]=1.C(N(CC)CC)C.CCN=C=NCCCN(C)C. (3) Given the product [C:29]([OH:41])(=[O:40])[CH2:30][C:31]([CH2:36][C:37]([OH:39])=[O:38])([C:33]([OH:35])=[O:34])[OH:32].[CH3:1][O:2][CH2:3][CH2:4][CH2:5][S:6]([C:9]1[CH:14]=[CH:13][C:12]([C:15]2[CH:20]=[CH:19][C:18]([CH2:21][CH2:22][N:23]3[CH2:27][CH2:26][CH2:25][C@H:24]3[CH3:28])=[CH:17][CH:16]=2)=[CH:11][CH:10]=1)(=[O:8])=[O:7], predict the reactants needed to synthesize it. The reactants are: [CH3:1][O:2][CH2:3][CH2:4][CH2:5][S:6]([C:9]1[CH:14]=[CH:13][C:12]([C:15]2[CH:20]=[CH:19][C:18]([CH2:21][CH2:22][N:23]3[CH2:27][CH2:26][CH2:25][C@H:24]3[CH3:28])=[CH:17][CH:16]=2)=[CH:11][CH:10]=1)(=[O:8])=[O:7].[C:29]([OH:41])(=[O:40])[CH2:30][C:31]([CH2:36][C:37]([OH:39])=[O:38])([C:33]([OH:35])=[O:34])[OH:32].